Dataset: Full USPTO retrosynthesis dataset with 1.9M reactions from patents (1976-2016). Task: Predict the reactants needed to synthesize the given product. (1) Given the product [C:1]([O:5][C:6](=[O:7])[NH:8][C:9]1[CH:14]=[CH:13][CH:12]=[CH:11][C:10]=1[NH:15][C:16](=[O:17])/[CH:18]=[CH:19]/[C:20]1[CH:25]=[CH:24][C:23]([CH:26]([N:30]([C:40]([O:42][C:43]([CH3:46])([CH3:45])[CH3:44])=[O:41])[CH2:31][CH:32]([N:34]2[CH2:39][CH2:38][O:37][CH2:36][CH2:35]2)[CH3:33])[C:27](=[O:28])[NH:87][C:86]2[CH:88]=[CH:89][C:83]([CH:80]([CH3:82])[CH3:81])=[CH:84][CH:85]=2)=[CH:22][CH:21]=1)([CH3:3])([CH3:2])[CH3:4], predict the reactants needed to synthesize it. The reactants are: [C:1]([O:5][C:6]([NH:8][C:9]1[CH:14]=[CH:13][CH:12]=[CH:11][C:10]=1[NH:15][C:16](/[CH:18]=[CH:19]/[C:20]1[CH:25]=[CH:24][C:23]([CH:26]([N:30]([C:40]([O:42][C:43]([CH3:46])([CH3:45])[CH3:44])=[O:41])[CH2:31][CH:32]([N:34]2[CH2:39][CH2:38][O:37][CH2:36][CH2:35]2)[CH3:33])[C:27](O)=[O:28])=[CH:22][CH:21]=1)=[O:17])=[O:7])([CH3:4])([CH3:3])[CH3:2].F[P-](F)(F)(F)(F)F.Br[P+](N1CCCC1)(N1CCCC1)N1CCCC1.C(N(C(C)C)CC)(C)C.[CH:80]([C:83]1[CH:89]=[CH:88][C:86]([NH2:87])=[CH:85][CH:84]=1)([CH3:82])[CH3:81]. (2) Given the product [Cl:1][C:2]1[N:7]=[C:6]([NH:14][CH:11]2[CH2:12][CH2:13][O:9][CH2:10]2)[CH:5]=[CH:4][N:3]=1, predict the reactants needed to synthesize it. The reactants are: [Cl:1][C:2]1[N:7]=[C:6](Cl)[CH:5]=[CH:4][N:3]=1.[O:9]1[CH2:13][CH2:12][CH:11]([NH2:14])[CH2:10]1. (3) The reactants are: N([O-])=O.[Na+].[OH:5][CH2:6][C:7]1[N:11]([CH2:12][C:13]#[CH:14])[C:10](S)=[N:9][CH:8]=1.C(=O)([O-])[O-].[K+].[K+]. Given the product [OH:5][CH2:6][C:7]1[N:11]([CH2:12][C:13]#[CH:14])[CH:10]=[N:9][CH:8]=1, predict the reactants needed to synthesize it. (4) The reactants are: [OH:1][CH2:2][CH2:3][C:4]1[CH:9]=[CH:8][C:7]([NH:10][C:11]([C:13]2[C:14]([C:19]3[CH:24]=[CH:23][C:22]([C:25]([F:28])([F:27])[F:26])=[CH:21][CH:20]=3)=[CH:15][CH:16]=[CH:17][CH:18]=2)=[O:12])=[CH:6][CH:5]=1.O[C:30]1[CH:35]=[CH:34][CH:33]=[CH:32][N:31]=1.C1(P(C2C=CC=CC=2)C2C=CC=CC=2)C=CC=CC=1.N(C(OCC)=O)=NC(OCC)=O. Given the product [N:31]1[CH:32]=[CH:33][CH:34]=[CH:35][C:30]=1[O:1][CH2:2][CH2:3][C:4]1[CH:9]=[CH:8][C:7]([NH:10][C:11]([C:13]2[C:14]([C:19]3[CH:20]=[CH:21][C:22]([C:25]([F:26])([F:27])[F:28])=[CH:23][CH:24]=3)=[CH:15][CH:16]=[CH:17][CH:18]=2)=[O:12])=[CH:6][CH:5]=1, predict the reactants needed to synthesize it. (5) Given the product [Br:20][C:21]1[CH:29]=[CH:28][C:24]([C:25]([NH:1][C:2]2[CH:3]=[CH:4][C:5]([O:18][CH3:19])=[C:6]([NH:8][C:9](=[O:17])[CH2:10][N:11]3[CH2:16][CH2:15][O:14][CH2:13][CH2:12]3)[CH:7]=2)=[O:26])=[CH:23][C:22]=1[F:30], predict the reactants needed to synthesize it. The reactants are: [NH2:1][C:2]1[CH:3]=[CH:4][C:5]([O:18][CH3:19])=[C:6]([NH:8][C:9](=[O:17])[CH2:10][N:11]2[CH2:16][CH2:15][O:14][CH2:13][CH2:12]2)[CH:7]=1.[Br:20][C:21]1[CH:29]=[CH:28][C:24]([C:25](O)=[O:26])=[CH:23][C:22]=1[F:30].C(N(CC)C(C)C)(C)C.F[P-](F)(F)(F)(F)F.N1(O[P+](N2CCCC2)(N2CCCC2)N2CCCC2)C2C=CC=CC=2N=N1.